This data is from Full USPTO retrosynthesis dataset with 1.9M reactions from patents (1976-2016). The task is: Predict the reactants needed to synthesize the given product. (1) Given the product [Cl:1][C:2]1[CH:7]=[CH:6][CH:5]=[CH:4][C:3]=1[C:8]1[S:12][C:11]([CH2:13][OH:14])=[CH:10][CH:9]=1, predict the reactants needed to synthesize it. The reactants are: [Cl:1][C:2]1[CH:7]=[CH:6][CH:5]=[CH:4][C:3]=1[C:8]1[S:12][C:11]([C:13](O)=[O:14])=[CH:10][CH:9]=1.C(N(CC)CC)C.ClC(OCC(C)C)=O.[BH4-].[Na+].C(=O)(O)[O-].[Na+]. (2) Given the product [CH2:27]([C:17]1[N:16]([CH2:15][C:14]2[CH:13]=[CH:12][C:11](/[CH:10]=[CH:9]/[CH2:8][CH2:7][OH:6])=[CH:30][CH:29]=2)[C:20]2=[N:21][C:22]([CH3:26])=[CH:23][C:24]([CH3:25])=[C:19]2[N:18]=1)[CH3:28], predict the reactants needed to synthesize it. The reactants are: C([Si](C)(C)[O:6][CH2:7][CH2:8]/[CH:9]=[CH:10]/[C:11]1[CH:30]=[CH:29][C:14]([CH2:15][N:16]2[C:20]3=[N:21][C:22]([CH3:26])=[CH:23][C:24]([CH3:25])=[C:19]3[N:18]=[C:17]2[CH2:27][CH3:28])=[CH:13][CH:12]=1)(C)(C)C.CCCC[N+](CCCC)(CCCC)CCCC.[F-].